Dataset: Forward reaction prediction with 1.9M reactions from USPTO patents (1976-2016). Task: Predict the product of the given reaction. (1) Given the reactants [O:1]1CCCC1.[F:6][C:7]1[C:12]([N:13]2[C:17]([CH3:18])=[C:16]([C:19]3[CH:20]=[C:21]4[C:25](=[CH:26][CH:27]=3)[C:24](=[O:28])[CH:23](OC(C)=O)[CH2:22]4)[N:15]=[N:14]2)=[CH:11][CH:10]=[CH:9][N:8]=1, predict the reaction product. The product is: [F:6][C:7]1[C:12]([N:13]2[C:17]([CH3:18])=[C:16]([C:19]3[C:20]([OH:1])=[C:21]4[C:25](=[CH:26][CH:27]=3)[C:24](=[O:28])[CH2:23][CH2:22]4)[N:15]=[N:14]2)=[CH:11][CH:10]=[CH:9][N:8]=1. (2) Given the reactants F[C:2]1[CH:7]=[CH:6][CH:5]=[CH:4][C:3]=1[S:8]([NH:11][C:12]1[C:21]([C:22]([OH:24])=[O:23])=[C:20]2[C:15]([CH:16]3[CH2:25][CH:17]3[CH2:18][O:19]2)=[CH:14][CH:13]=1)(=[O:10])=[O:9].[CH2:26]([N:28]1[CH2:32][CH2:31][CH2:30][C@@H:29]1[CH2:33][CH2:34][NH2:35])[CH3:27], predict the reaction product. The product is: [CH2:26]([N:28]1[CH2:32][CH2:31][CH2:30][C@@H:29]1[CH2:33][CH2:34][NH:35][C:2]1[CH:7]=[CH:6][CH:5]=[CH:4][C:3]=1[S:8]([NH:11][C:12]1[C:21]([C:22]([OH:24])=[O:23])=[C:20]2[C:15]([CH:16]3[CH2:25][CH:17]3[CH2:18][O:19]2)=[CH:14][CH:13]=1)(=[O:10])=[O:9])[CH3:27].